Dataset: Reaction yield outcomes from USPTO patents with 853,638 reactions. Task: Predict the reaction yield, written as a fraction of the theoretical maximum amount of product (1.0 means a 100% yield; for example, 0.34 means a 34% yield). The reactants are [CH3:1][CH:2]([CH2:9][CH2:10][CH2:11][CH:12]([CH3:14])[CH3:13])[CH2:3][CH2:4][Si:5]([Cl:8])([Cl:7])Cl.[CH3:15][CH:16]([CH2:21][CH2:22][CH2:23][CH:24]([CH3:26])[CH3:25])[CH2:17][CH2:18][Mg]Br. The catalyst is O1CCCC1. The product is [CH3:15][CH:16]([CH2:21][CH2:22][CH2:23][CH:24]([CH3:26])[CH3:25])[CH2:17][CH2:18][Si:5]([CH2:4][CH2:3][CH:2]([CH3:1])[CH2:9][CH2:10][CH2:11][CH:12]([CH3:13])[CH3:14])([Cl:7])[Cl:8]. The yield is 0.730.